The task is: Predict the product of the given reaction.. This data is from Forward reaction prediction with 1.9M reactions from USPTO patents (1976-2016). (1) Given the reactants C(O)(C(F)(F)F)=O.C(OC([N:15]1[CH2:24][C:23]([CH3:26])([CH3:25])[C:22]2[C:17](=[CH:18][C:19]([NH:27][C:28]([C:30]3[C:31]([NH:36][CH2:37][C:38]4[CH:43]=[CH:42][C:41]([F:44])=[CH:40][N:39]=4)=[N:32][CH:33]=[CH:34][CH:35]=3)=[O:29])=[CH:20][CH:21]=2)[CH2:16]1)=O)(C)(C)C, predict the reaction product. The product is: [CH3:25][C:23]1([CH3:26])[C:22]2[C:17](=[CH:18][C:19]([NH:27][C:28](=[O:29])[C:30]3[CH:35]=[CH:34][CH:33]=[N:32][C:31]=3[NH:36][CH2:37][C:38]3[CH:43]=[CH:42][C:41]([F:44])=[CH:40][N:39]=3)=[CH:20][CH:21]=2)[CH2:16][NH:15][CH2:24]1. (2) The product is: [NH2:15][C:16]1[C:25]([O:12][CH2:11][C:2]2[CH:3]=[CH:4][C:5]3[C:10](=[CH:9][CH:8]=[CH:7][CH:6]=3)[CH:1]=2)=[N:24][C:23]2[C:18](=[CH:19][CH:20]=[CH:21][CH:22]=2)[N:17]=1. Given the reactants [CH:1]1[C:10]2[C:5](=[CH:6][CH:7]=[CH:8][CH:9]=2)[CH:4]=[CH:3][C:2]=1[CH2:11][OH:12].[H-].[Na+].[NH2:15][C:16]1[C:25](Cl)=[N:24][C:23]2[C:18](=[CH:19][CH:20]=[CH:21][CH:22]=2)[N:17]=1, predict the reaction product.